Dataset: Forward reaction prediction with 1.9M reactions from USPTO patents (1976-2016). Task: Predict the product of the given reaction. (1) Given the reactants C1([CH2:7][CH:8]([NH:14][C:15](=[O:33])[C:16]2[CH:21]=[CH:20][CH:19]=[N:18][C:17]=2[N:22]2[CH:26]=[CH:25][C:24]([C:27]3[CH:32]=[CH:31][CH:30]=[CH:29][CH:28]=3)=[N:23]2)[CH:9]([OH:13])[C:10]([OH:12])=O)C=CC=CC=1.[C:34]1([CH2:40][CH2:41][NH2:42])[CH:39]=[CH:38][CH:37]=[CH:36][CH:35]=1, predict the reaction product. The product is: [OH:13][CH:9]([C:10](=[O:12])[NH:42][CH2:41][CH2:40][C:34]1[CH:39]=[CH:38][CH:37]=[CH:36][CH:35]=1)[CH:8]([NH:14][C:15](=[O:33])[C:16]1[CH:21]=[CH:20][CH:19]=[N:18][C:17]=1[N:22]1[CH:26]=[CH:25][C:24]([C:27]2[CH:32]=[CH:31][CH:30]=[CH:29][CH:28]=2)=[N:23]1)[CH2:7][C:27]1[CH:32]=[CH:31][CH:30]=[CH:29][CH:28]=1. (2) Given the reactants [CH3:1][C:2]1[O:3][C:4]2[C:9]([C:10](=[O:12])[CH:11]=1)=[CH:8][CH:7]=[CH:6][C:5]=2[CH:13]=O.[C:15]([CH:17]=[C:18]([O-])[CH3:19])#[N:16].[Na+].[NH2:22][C:23](=[CH:25][C:26](=[O:32])[CH2:27][CH2:28][CH:29]([CH3:31])[CH3:30])[CH3:24].C(O)(=O)C, predict the reaction product. The product is: [CH3:19][C:18]1[NH:22][C:23]([CH3:24])=[C:25]([C:26](=[O:32])[CH2:27][CH2:28][CH:29]([CH3:30])[CH3:31])[CH:13]([C:5]2[CH:6]=[CH:7][CH:8]=[C:9]3[C:4]=2[O:3][C:2]([CH3:1])=[CH:11][C:10]3=[O:12])[C:17]=1[C:15]#[N:16]. (3) Given the reactants [Cl:1][C:2]1[CH:7]=[CH:6][C:5]([C:8]2[CH:12]=[C:11]([CH3:13])[N:10]([CH2:14][C:15]([OH:17])=O)[N:9]=2)=[CH:4][C:3]=1[C:18](=[O:29])[NH:19][CH2:20][C:21]1([OH:28])[CH2:27][CH2:26][CH2:25][CH2:24][CH2:23][CH2:22]1.ON1C2C=[CH:37][CH:38]=[CH:39][C:34]=2[N:33]=N1.N1CCCC1.CN(C1C=CC=CN=1)C.CC[NH+](CC)CC.CC[NH+](CC)CC.C([O-])([O-])=O, predict the reaction product. The product is: [Cl:1][C:2]1[CH:7]=[CH:6][C:5]([C:8]2[CH:12]=[C:11]([CH3:13])[N:10]([CH2:14][C:15](=[O:17])[N:33]3[CH2:34][CH2:39][CH2:38][CH2:37]3)[N:9]=2)=[CH:4][C:3]=1[C:18]([NH:19][CH2:20][C:21]1([OH:28])[CH2:27][CH2:26][CH2:25][CH2:24][CH2:23][CH2:22]1)=[O:29]. (4) Given the reactants Br[C:2]1[CH:3]=[C:4]([C:23]([O:25][CH3:26])=[O:24])[C:5]2[O:9][C:8]([C:16]3[CH:21]=[CH:20][CH:19]=[CH:18][CH:17]=3)([C:10]3[CH:15]=[CH:14][CH:13]=[CH:12][CH:11]=3)[O:7][C:6]=2[CH:22]=1.[C-:27]#[N:28].[K+].C1OCCOCCOCCOCCOCCOC1.CCOC(C)=O, predict the reaction product. The product is: [C:27]([C:2]1[CH:3]=[C:4]([C:23]([O:25][CH3:26])=[O:24])[C:5]2[O:9][C:8]([C:10]3[CH:15]=[CH:14][CH:13]=[CH:12][CH:11]=3)([C:16]3[CH:17]=[CH:18][CH:19]=[CH:20][CH:21]=3)[O:7][C:6]=2[CH:22]=1)#[N:28]. (5) Given the reactants [OH:1][N:2]=[C:3]([Cl:12])[C@@:4]1([CH3:11])[CH2:8][O:7][C:6]([CH3:10])([CH3:9])[O:5]1.[CH3:13][S:14](Cl)(=[O:16])=[O:15].C(N(CC)CC)C, predict the reaction product. The product is: [CH3:10][C:6]1([CH3:9])[O:5][C@@:4]([CH3:11])([C:3]([Cl:12])=[N:2][O:1][S:14]([CH3:13])(=[O:16])=[O:15])[CH2:8][O:7]1. (6) Given the reactants [N:1]1([C:7]2[CH:12]=[N:11][CH:10]=[CH:9][N:8]=2)[CH2:6][CH2:5][NH:4][CH2:3][CH2:2]1.C1C(=O)N([Br:20])C(=O)C1, predict the reaction product. The product is: [Br:20][C:10]1[CH:9]=[N:8][C:7]([N:1]2[CH2:6][CH2:5][NH:4][CH2:3][CH2:2]2)=[CH:12][N:11]=1.